Dataset: Catalyst prediction with 721,799 reactions and 888 catalyst types from USPTO. Task: Predict which catalyst facilitates the given reaction. Reactant: [NH2:1][C:2]1[C:3]([C:14]2[CH:26]=[CH:25][C:17]([C:18]([O:20][C:21]([CH3:24])([CH3:23])[CH3:22])=[O:19])=[C:16]([F:27])[CH:15]=2)=[N:4][C:5]([C:8]2[CH2:9][CH2:10][O:11][CH2:12][CH:13]=2)=[CH:6][N:7]=1.C(Cl)Cl.[H][H]. Product: [NH2:1][C:2]1[C:3]([C:14]2[CH:26]=[CH:25][C:17]([C:18]([O:20][C:21]([CH3:24])([CH3:22])[CH3:23])=[O:19])=[C:16]([F:27])[CH:15]=2)=[N:4][C:5]([CH:8]2[CH2:13][CH2:12][O:11][CH2:10][CH2:9]2)=[CH:6][N:7]=1. The catalyst class is: 19.